This data is from Reaction yield outcomes from USPTO patents with 853,638 reactions. The task is: Predict the reaction yield, written as a fraction of the theoretical maximum amount of product (1.0 means a 100% yield; for example, 0.34 means a 34% yield). (1) The reactants are Br[CH2:2][C:3]1[CH:8]=[CH:7][C:6]([C:9]2[CH:16]=[CH:15][CH:14]=[CH:13][C:10]=2[C:11]#[N:12])=[CH:5][CH:4]=1.C(=O)(O)[O-:18].[Na+].O. The catalyst is CS(C)=O. The product is [CH:2]([C:3]1[CH:8]=[CH:7][C:6]([C:9]2[CH:16]=[CH:15][CH:14]=[CH:13][C:10]=2[C:11]#[N:12])=[CH:5][CH:4]=1)=[O:18]. The yield is 0.630. (2) The reactants are Cl.[CH3:2][C:3]1[CH:4]=[C:5]([NH:10][C:11]([C@@H:13]2[CH2:17][CH2:16][CH2:15][NH:14]2)=[O:12])[CH:6]=[C:7]([CH3:9])[CH:8]=1.CCN(C(C)C)C(C)C.[CH3:27][O:28][C:29]1[CH:34]=[CH:33][C:32]([S:35](Cl)(=[O:37])=[O:36])=[CH:31][CH:30]=1. The catalyst is CC#N.[Cl-].[Na+].O. The product is [CH3:9][C:7]1[CH:6]=[C:5]([NH:10][C:11]([C@@H:13]2[CH2:17][CH2:16][CH2:15][N:14]2[S:35]([C:32]2[CH:31]=[CH:30][C:29]([O:28][CH3:27])=[CH:34][CH:33]=2)(=[O:37])=[O:36])=[O:12])[CH:4]=[C:3]([CH3:2])[CH:8]=1. The yield is 0.950. (3) The reactants are [Br:1][C:2]1[N:3]=[CH:4][NH:5][CH:6]=1.[H-].[Na+].[C:9]([O:13][C:14]([N:16]1C(C2C=CC(C#N)=CC=2)O1)=[O:15])([CH3:12])([CH3:11])[CH3:10]. The catalyst is CN(C)C=O. The product is [Br:1][C:2]1[N:3]=[CH:4][N:5]([NH:16][C:14](=[O:15])[O:13][C:9]([CH3:12])([CH3:11])[CH3:10])[CH:6]=1. The yield is 0.570. (4) The reactants are [CH3:1][O:2][C:3]1[CH:4]=[C:5]([CH2:11][C:12]([O-:14])=O)[CH:6]=[C:7]([O:9][CH3:10])[CH:8]=1.[NH2:15][C:16]1[C:21]([CH:22]=O)=[CH:20][N:19]=[C:18]([S:24][CH3:25])[N:17]=1.[C:26](=O)([O-])[O-].[K+].[K+]. The catalyst is CN(C=O)C.O. The product is [CH3:10][O:9][C:7]1[CH:6]=[C:5]([C:11]2[C:12](=[O:14])[N:15]([CH3:26])[C:16]3[N:17]=[C:18]([S:24][CH3:25])[N:19]=[CH:20][C:21]=3[CH:22]=2)[CH:4]=[C:3]([O:2][CH3:1])[CH:8]=1. The yield is 0.830. (5) The reactants are [C:1](=[O:16])([O:4][C:5]1[CH:10]=[CH:9][C:8]([Br:11])=[CH:7][C:6]=1[C:12]([CH3:15])([CH3:14])[CH3:13])[O:2][CH3:3].[N+:17]([O-])([O-:19])=[O:18].[K+]. The catalyst is OS(O)(=O)=O. The product is [C:1](=[O:16])([O:4][C:5]1[CH:10]=[C:9]([N+:17]([O-:19])=[O:18])[C:8]([Br:11])=[CH:7][C:6]=1[C:12]([CH3:13])([CH3:15])[CH3:14])[O:2][CH3:3]. The yield is 0.600. (6) The reactants are [CH3:1][O:2][C:3]([NH:5][C@H:6]([C:8]([OH:10])=O)[CH3:7])=[O:4].CN(C(ON1N=NC2C=CC=NC1=2)=[N+](C)C)C.F[P-](F)(F)(F)(F)F.[CH2:35]1[C:39]2([O:44][CH2:43][CH2:42][CH2:41][O:40]2)[CH2:38][C@@H:37]([C:45]2[NH:46][CH:47]=[C:48]([C:50]3[CH:55]=[CH:54][C:53]([C:56]4[CH:61]=[CH:60][C:59]([C:62]5[N:63]=[C:64]([C@@H:67]6[CH2:71][CH2:70][CH2:69][N:68]6[C:72]([C@@H:74]([NH:78][C:79](=[O:82])[O:80][CH3:81])[CH:75]([CH3:77])[CH3:76])=[O:73])[NH:65][CH:66]=5)=[CH:58][CH:57]=4)=[CH:52][CH:51]=3)[N:49]=2)[NH:36]1. The catalyst is CN(C=O)C. The product is [CH3:7][C@H:6]([NH:5][C:3](=[O:4])[O:2][CH3:1])[C:8]([N:36]1[C@H:37]([C:45]2[NH:46][CH:47]=[C:48]([C:50]3[CH:51]=[CH:52][C:53]([C:56]4[CH:61]=[CH:60][C:59]([C:62]5[N:63]=[C:64]([C@@H:67]6[CH2:71][CH2:70][CH2:69][N:68]6[C:72](=[O:73])[C@@H:74]([NH:78][C:79]([O:80][CH3:81])=[O:82])[CH:75]([CH3:77])[CH3:76])[NH:65][CH:66]=5)=[CH:58][CH:57]=4)=[CH:54][CH:55]=3)[N:49]=2)[CH2:38][C:39]2([O:44][CH2:43][CH2:42][CH2:41][O:40]2)[CH2:35]1)=[O:10]. The yield is 0.290. (7) The reactants are [F:1][CH:2]([F:12])[O:3][C:4]1[CH:11]=[CH:10][CH:9]=[CH:8][C:5]=1[CH2:6][NH2:7].[Br:13][C:14]1[CH:19]=[CH:18][C:17]([N+:20]([O-:22])=[O:21])=[C:16](F)[CH:15]=1.C(=O)([O-])[O-].[K+].[K+]. The catalyst is CN(C=O)C.O. The product is [Br:13][C:14]1[CH:15]=[CH:16][C:17]([N+:20]([O-:22])=[O:21])=[C:18]([CH:19]=1)[NH:7][CH2:6][C:5]1[CH:8]=[CH:9][CH:10]=[CH:11][C:4]=1[O:3][CH:2]([F:12])[F:1]. The yield is 0.930. (8) The catalyst is CN(C=O)C.O. The product is [C:62]([O:65][CH:66]1[CH2:69][CH:68]([C:70](=[O:71])[NH:1][C:2]2[CH:7]=[C:6]([O:8][C:9]3[CH:14]=[N:13][C:12]([NH:15][C:16]([C:18]4[C:19](=[O:31])[N:20]([C:25]5[CH:26]=[CH:27][CH:28]=[CH:29][CH:30]=5)[N:21]([CH3:24])[C:22]=4[CH3:23])=[O:17])=[CH:11][CH:10]=3)[CH:5]=[CH:4][N:3]=2)[CH2:67]1)(=[O:64])[CH3:63]. The yield is 0.300. The reactants are [NH2:1][C:2]1[CH:7]=[C:6]([O:8][C:9]2[CH:10]=[CH:11][C:12]([NH:15][C:16]([C:18]3[C:19](=[O:31])[N:20]([C:25]4[CH:30]=[CH:29][CH:28]=[CH:27][CH:26]=4)[N:21]([CH3:24])[C:22]=3[CH3:23])=[O:17])=[N:13][CH:14]=2)[CH:5]=[CH:4][N:3]=1.C1C=NC2N(O)N=NC=2C=1.CCN=C=NCCCN(C)C.CCN(C(C)C)C(C)C.[C:62]([O:65][CH:66]1[CH2:69][CH:68]([C:70](O)=[O:71])[CH2:67]1)(=[O:64])[CH3:63]. (9) The reactants are CC[N:3]([CH2:6][CH3:7])[CH2:4]C.C1(P(N=[N+]=[N-])(C2C=CC=CC=2)=[O:15])C=CC=CC=1.[CH3:25][O:26][C:27](=[O:40])[C:28]1[CH:36]=[C:35]([O:37][CH2:38][CH3:39])C=C(C(O)=O)[CH:29]=1.[CH2:41]([OH:48])[C:42]1[CH:47]=[CH:46][CH:45]=[CH:44][CH:43]=1. The catalyst is C1(C)C=CC=CC=1. The product is [CH3:25][O:26][C:27](=[O:40])[C:28]1[CH:36]=[C:35]([O:37][CH2:38][CH3:39])[CH:7]=[C:6]([NH:3][C:4]([O:48][CH2:41][C:42]2[CH:47]=[CH:46][CH:45]=[CH:44][CH:43]=2)=[O:15])[CH:29]=1. The yield is 0.620. (10) The reactants are [Cl:1][C:2]1[CH:7]=[CH:6][C:5]([NH:8][C:9]2[C:18]3[CH:17]=[CH:16][C:15]([CH3:19])=[C:14]([NH2:20])[C:13]=3[CH:12]=[CH:11][N:10]=2)=[CH:4][CH:3]=1.[CH:21]1([NH:24][C:25]2[C:26]3[S:33][CH:32]=[C:31]([C:34](O)=[O:35])[C:27]=3[N:28]=[CH:29][N:30]=2)[CH2:23][CH2:22]1. No catalyst specified. The product is [Cl:1][C:2]1[CH:7]=[CH:6][C:5]([NH:8][C:9]2[C:18]3[C:13](=[C:14]([NH:20][C:34]([C:31]4[C:27]5[N:28]=[CH:29][N:30]=[C:25]([NH:24][CH:21]6[CH2:22][CH2:23]6)[C:26]=5[S:33][CH:32]=4)=[O:35])[C:15]([CH3:19])=[CH:16][CH:17]=3)[CH:12]=[CH:11][N:10]=2)=[CH:4][CH:3]=1. The yield is 0.380.